The task is: Regression. Given two drug SMILES strings and cell line genomic features, predict the synergy score measuring deviation from expected non-interaction effect.. This data is from NCI-60 drug combinations with 297,098 pairs across 59 cell lines. (1) Drug 1: CC1=C(C(=O)C2=C(C1=O)N3CC4C(C3(C2COC(=O)N)OC)N4)N. Drug 2: C1CC(C1)(C2=CC=C(C=C2)C3=C(C=C4C(=N3)C=CN5C4=NNC5=O)C6=CC=CC=C6)N. Cell line: SW-620. Synergy scores: CSS=63.0, Synergy_ZIP=7.90, Synergy_Bliss=7.20, Synergy_Loewe=-9.43, Synergy_HSA=12.4. (2) Drug 1: COC1=NC(=NC2=C1N=CN2C3C(C(C(O3)CO)O)O)N. Drug 2: CC1C(C(CC(O1)OC2CC(CC3=C2C(=C4C(=C3O)C(=O)C5=CC=CC=C5C4=O)O)(C(=O)C)O)N)O. Cell line: PC-3. Synergy scores: CSS=51.9, Synergy_ZIP=-0.863, Synergy_Bliss=0.152, Synergy_Loewe=-28.1, Synergy_HSA=3.07. (3) Drug 1: CCC(=C(C1=CC=CC=C1)C2=CC=C(C=C2)OCCN(C)C)C3=CC=CC=C3.C(C(=O)O)C(CC(=O)O)(C(=O)O)O. Drug 2: C1CNP(=O)(OC1)N(CCCl)CCCl. Cell line: TK-10. Synergy scores: CSS=6.34, Synergy_ZIP=-2.45, Synergy_Bliss=-1.04, Synergy_Loewe=-3.40, Synergy_HSA=-0.259. (4) Drug 1: C1=CN(C=N1)CC(O)(P(=O)(O)O)P(=O)(O)O. Drug 2: C1C(C(OC1N2C=NC3=C2NC=NCC3O)CO)O. Synergy scores: CSS=2.54, Synergy_ZIP=-2.22, Synergy_Bliss=-5.80, Synergy_Loewe=-1.15, Synergy_HSA=-4.14. Cell line: HCC-2998.